From a dataset of Peptide-MHC class I binding affinity with 185,985 pairs from IEDB/IMGT. Regression. Given a peptide amino acid sequence and an MHC pseudo amino acid sequence, predict their binding affinity value. This is MHC class I binding data. (1) The peptide sequence is TLLGLILFV. The MHC is HLA-B54:01 with pseudo-sequence HLA-B54:01. The binding affinity (normalized) is 0.117. (2) The peptide sequence is VERLKHGTF. The binding affinity (normalized) is 0.0847. The MHC is HLA-A02:06 with pseudo-sequence HLA-A02:06. (3) The peptide sequence is YTYPCIPEY. The MHC is HLA-A01:01 with pseudo-sequence HLA-A01:01. The binding affinity (normalized) is 0.448. (4) The peptide sequence is MICCDSRIVV. The MHC is HLA-A68:02 with pseudo-sequence HLA-A68:02. The binding affinity (normalized) is 0.697. (5) The peptide sequence is DHLKEKSSL. The MHC is HLA-A02:01 with pseudo-sequence HLA-A02:01. The binding affinity (normalized) is 0.0847. (6) The peptide sequence is LAEQFSGEY. The MHC is HLA-A30:01 with pseudo-sequence HLA-A30:01. The binding affinity (normalized) is 0.0847. (7) The peptide sequence is ALFPIIWAL. The MHC is HLA-A02:06 with pseudo-sequence HLA-A02:06. The binding affinity (normalized) is 1.00. (8) The peptide sequence is RPMFAVGLLF. The MHC is HLA-A23:01 with pseudo-sequence HLA-A23:01. The binding affinity (normalized) is 0.674. (9) The peptide sequence is RRAAVSTLE. The MHC is HLA-A02:12 with pseudo-sequence HLA-A02:12. The binding affinity (normalized) is 0.0847. (10) The peptide sequence is ETAWPFFYA. The MHC is HLA-A25:01 with pseudo-sequence HLA-A25:01. The binding affinity (normalized) is 0.0847.